This data is from Forward reaction prediction with 1.9M reactions from USPTO patents (1976-2016). The task is: Predict the product of the given reaction. (1) Given the reactants [C:1]([C:3]1[CH:8]=[CH:7][CH:6]=[CH:5][C:4]=1[C:9]1[C:10](=[O:29])[N:11]([C:21]2[CH:26]=[CH:25][CH:24]=[C:23]([CH:27]=[O:28])[CH:22]=2)[CH:12]=[C:13]([C:15]2[CH:20]=[CH:19][CH:18]=[CH:17][N:16]=2)[CH:14]=1)#[N:2].[BH4-].[Na+], predict the reaction product. The product is: [C:1]([C:3]1[CH:8]=[CH:7][CH:6]=[CH:5][C:4]=1[C:9]1[C:10](=[O:29])[N:11]([C:21]2[CH:26]=[CH:25][CH:24]=[C:23]([CH2:27][OH:28])[CH:22]=2)[CH:12]=[C:13]([C:15]2[CH:20]=[CH:19][CH:18]=[CH:17][N:16]=2)[CH:14]=1)#[N:2]. (2) Given the reactants [O:1]=[C:2]1[CH2:11][CH2:10][C:9]2[C:4](=[CH:5][CH:6]=[C:7]([C:12]#[N:13])[CH:8]=2)[NH:3]1.[CH3:14][C:15]([O:18][C:19](O[C:19]([O:18][C:15]([CH3:17])([CH3:16])[CH3:14])=[O:20])=[O:20])([CH3:17])[CH3:16].[BH4-].[Na+], predict the reaction product. The product is: [O:1]=[C:2]1[CH2:11][CH2:10][C:9]2[C:4](=[CH:5][CH:6]=[C:7]([CH2:12][NH:13][C:19](=[O:20])[O:18][C:15]([CH3:17])([CH3:16])[CH3:14])[CH:8]=2)[NH:3]1. (3) Given the reactants Br[CH2:2][C:3]([C:5]1[CH:13]=[CH:12][C:8]([C:9]([OH:11])=O)=[CH:7][CH:6]=1)=[O:4].C1(P(C2C=CC=CC=2)C2C=CC=CC=2)C=CC=CC=1.[CH3:33][O:34][C:35]([C:37]1[CH:38]=[C:39]2[C:44](=[CH:45][CH:46]=1)[N:43]=[C:42]([CH:47]=O)[CH:41]=[C:40]2[N:49]1[CH2:54][CH2:53][O:52][CH2:51][CH2:50]1)=[O:36].[N:55]1[CH:60]=[CH:59][CH:58]=[CH:57]C=1, predict the reaction product. The product is: [CH3:33][O:34][C:35]([C:37]1[CH:38]=[C:39]2[C:44](=[CH:45][CH:46]=1)[N:43]=[C:42]([CH:47]=[CH:2][C:3](=[O:4])[C:5]1[CH:6]=[CH:7][C:8]([C:9]([N:55]3[CH2:57][CH2:58][CH2:59][CH2:60]3)=[O:11])=[CH:12][CH:13]=1)[CH:41]=[C:40]2[N:49]1[CH2:50][CH2:51][O:52][CH2:53][CH2:54]1)=[O:36]. (4) The product is: [N:24]1[CH:25]=[CH:26][C:21]([N:2]2[CH2:3][CH2:4][CH2:5][C:6]3([CH2:7][CH2:8][N:9]([C:12]([O:14][C:15]([CH3:18])([CH3:17])[CH3:16])=[O:13])[CH2:10][CH2:11]3)[CH2:1]2)=[CH:22][CH:23]=1. Given the reactants [CH2:1]1[C:6]2([CH2:11][CH2:10][N:9]([C:12]([O:14][C:15]([CH3:18])([CH3:17])[CH3:16])=[O:13])[CH2:8][CH2:7]2)[CH2:5][CH2:4][CH2:3][NH:2]1.[Cl-].Cl[C:21]1[CH:26]=[CH:25][NH+:24]=[CH:23][CH:22]=1.C(N(C(C)C)C(C)C)C.C([O-])(O)=O.[Na+], predict the reaction product. (5) Given the reactants Cl[C:2]1[C:11]([C:12]#[N:13])=[C:10]([Cl:14])[C:9]2[C:4](=[CH:5][C:6]([F:15])=[CH:7][CH:8]=2)[N:3]=1.C([Sn](CCCC)(CCCC)[C:21]1[CH:26]=[CH:25][CH:24]=[CH:23][N:22]=1)CCC, predict the reaction product. The product is: [Cl:14][C:10]1[C:9]2[C:4](=[CH:5][C:6]([F:15])=[CH:7][CH:8]=2)[N:3]=[C:2]([C:21]2[CH:26]=[CH:25][CH:24]=[CH:23][N:22]=2)[C:11]=1[C:12]#[N:13]. (6) Given the reactants Cl.[CH2:2]([CH:4]([C:7]1[N:12]=[C:11]([C:13]([OH:15])=O)[CH:10]=[C:9]([O:16][CH3:17])[CH:8]=1)[CH2:5][CH3:6])[CH3:3].[OH:18][C:19]1[C:28]([CH2:29][CH2:30][CH3:31])=[CH:27][C:22]([C:23]([NH:25]O)=[NH:24])=[CH:21][C:20]=1[CH3:32], predict the reaction product. The product is: [CH2:5]([CH:4]([C:7]1[N:12]=[C:11]([C:13]2[O:15][N:25]=[C:23]([C:22]3[CH:27]=[C:28]([CH2:29][CH2:30][CH3:31])[C:19]([OH:18])=[C:20]([CH3:32])[CH:21]=3)[N:24]=2)[CH:10]=[C:9]([O:16][CH3:17])[CH:8]=1)[CH2:2][CH3:3])[CH3:6]. (7) Given the reactants C(OC([N:8]1[CH2:13][CH2:12][CH:11]([CH2:14][C:15]([NH:17][C:18]2[C:22]3[CH:23]=[CH:24][CH:25]=[CH:26][C:21]=3[O:20][C:19]=2[C:27]([NH:29][C:30]2[CH:35]=[CH:34][C:33]([Cl:36])=[CH:32][N:31]=2)=[O:28])=[O:16])[CH2:10][CH2:9]1)=O)(C)(C)C.Cl, predict the reaction product. The product is: [NH:8]1[CH2:13][CH2:12][CH:11]([CH2:14][C:15]([NH:17][C:18]2[C:22]3[CH:23]=[CH:24][CH:25]=[CH:26][C:21]=3[O:20][C:19]=2[C:27]([NH:29][C:30]2[CH:35]=[CH:34][C:33]([Cl:36])=[CH:32][N:31]=2)=[O:28])=[O:16])[CH2:10][CH2:9]1.